Dataset: Full USPTO retrosynthesis dataset with 1.9M reactions from patents (1976-2016). Task: Predict the reactants needed to synthesize the given product. Given the product [CH2:15]([O:18][CH2:19][C:20]([C:4]1[CH:3]=[C:2]([Br:1])[CH:7]=[CH:6][C:5]=1[F:8])=[O:21])[CH:16]=[CH2:17], predict the reactants needed to synthesize it. The reactants are: [Br:1][C:2]1[CH:7]=[CH:6][C:5]([F:8])=[C:4](I)[CH:3]=1.C([Mg]Cl)(C)C.[CH2:15]([O:18][CH2:19][C:20](N(OC)C)=[O:21])[CH:16]=[CH2:17].[NH4+].[Cl-].